From a dataset of Full USPTO retrosynthesis dataset with 1.9M reactions from patents (1976-2016). Predict the reactants needed to synthesize the given product. (1) The reactants are: Br[C:2]1[CH:7]=[C:6]([CH2:8][CH3:9])[C:5]([O:10][CH3:11])=[C:4]([CH2:12][CH3:13])[CH:3]=1.C([Li])CCC.[C:19](=[O:21])=[O:20]. Given the product [CH2:12]([C:4]1[CH:3]=[C:2]([CH:7]=[C:6]([CH2:8][CH3:9])[C:5]=1[O:10][CH3:11])[C:19]([OH:21])=[O:20])[CH3:13], predict the reactants needed to synthesize it. (2) Given the product [C:16]([O:20][C:21]([NH:23][CH2:24][C:25]([CH3:29])([CH3:28])[CH2:26][O:15][C:7]1[CH:6]=[C:5]([O:4][CH2:3][CH2:2][F:1])[CH:14]=[CH:13][C:8]=1[C:9]([O:11][CH3:12])=[O:10])=[O:22])([CH3:19])([CH3:18])[CH3:17], predict the reactants needed to synthesize it. The reactants are: [F:1][CH2:2][CH2:3][O:4][C:5]1[CH:14]=[CH:13][C:8]([C:9]([O:11][CH3:12])=[O:10])=[C:7]([OH:15])[CH:6]=1.[C:16]([O:20][C:21]([NH:23][CH2:24][C:25]([CH3:29])([CH3:28])[CH2:26]O)=[O:22])([CH3:19])([CH3:18])[CH3:17].